Dataset: Drug-target binding data from BindingDB using IC50 measurements. Task: Regression. Given a target protein amino acid sequence and a drug SMILES string, predict the binding affinity score between them. We predict pIC50 (pIC50 = -log10(IC50 in M); higher means more potent). Dataset: bindingdb_ic50. The compound is OC[C@H]1NCC[C@@H](O)[C@@H]1O. The target protein (Q2KHZ8) has sequence MELSSPSREEYPMPRGRVGIMAASLMGLLLLHTVSWVSGARPCSPKSFGYSSVVCVCNGTYCDSLDPLTLPDPGTFSRFESTRSGRRMELSLGTIQANRTGTGLLLTLQPDQKFQKVKGFGGAMTDAAALNILALSPAARNLLLKSYFSEEGIEYNIIRVPMASCDFSIRTYTYDDSPDDFQLLNFSLPEEDVKLKIPLIHQALELANRSVSLFASPWTSPTWLKTNGAVNGKGTLKGQAGDLYHKTWARYFVKFLDAYAEHKLRFWAVTAENEPTAGLLTGYPFQCLGFTPEHQRDFIARDLGPILANSTHRDVRLLMLDDQRLLLPRWAQVVLADPEAAKYVHGIAVHWYLDFLAPAKATLGETHRLFPNTMLFASEACVGSKFWEQSVRLGSWDRGMRYSHSIITNLLYHVVGWTDWNLALNPEGGPNWVRNFVDSPIIVDIAKDTFYKQPMFYHLGHFSKFIPEGSQRVGLVASKKSDLDTVALLRPDGSAVAVVL.... The pIC50 is 3.6.